Dataset: Reaction yield outcomes from USPTO patents with 853,638 reactions. Task: Predict the reaction yield, written as a fraction of the theoretical maximum amount of product (1.0 means a 100% yield; for example, 0.34 means a 34% yield). The reactants are [Br:1][CH2:2][CH2:3][CH2:4][O:5][C:6]1[CH:10]=[C:9]([C:11]([OH:13])=O)[O:8][N:7]=1.[Cl:14][C:15]1[CH:16]=[C:17]([CH:19]=[CH:20][C:21]=1[F:22])[NH2:18].P(Cl)(Cl)(Cl)=O. The catalyst is N1C=CC=CC=1.C1(C)C=CC=CC=1. The product is [Br:1][CH2:2][CH2:3][CH2:4][O:5][C:6]1[CH:10]=[C:9]([C:11]([NH:18][C:17]2[CH:19]=[CH:20][C:21]([F:22])=[C:15]([Cl:14])[CH:16]=2)=[O:13])[O:8][N:7]=1. The yield is 0.390.